Dataset: Full USPTO retrosynthesis dataset with 1.9M reactions from patents (1976-2016). Task: Predict the reactants needed to synthesize the given product. (1) Given the product [CH3:9][C:10]1[CH:15]=[CH:14][C:13]([C:16](=[O:18])[CH2:17][C:3](=[O:8])[C:4]([O:6][CH3:7])=[O:5])=[CH:12][CH:11]=1, predict the reactants needed to synthesize it. The reactants are: CO[C:3](=[O:8])[C:4]([O:6][CH3:7])=[O:5].[CH3:9][C:10]1[CH:15]=[CH:14][C:13]([C:16](=[O:18])[CH3:17])=[CH:12][CH:11]=1. (2) Given the product [ClH:1].[CH:2]1([C@H:8]2[N:13]3[CH:14]=[C:15]([C:20]([N:22]4[C@H:23]([CH3:36])[CH2:24][NH:25][CH2:26][C@@H:27]4[CH3:28])=[O:21])[C:16]4[CH:17]=[CH:18][CH:19]=[C:11]([C:12]=43)[O:10][CH2:9]2)[CH2:3][CH2:4][CH2:5][CH2:6][CH2:7]1, predict the reactants needed to synthesize it. The reactants are: [ClH:1].[CH:2]1([C@H:8]2[N:13]3[CH:14]=[C:15]([C:20]([N:22]4[C@H:27]([CH3:28])[CH2:26][N:25](CC5C=CC=CC=5)[CH2:24][C@@H:23]4[CH3:36])=[O:21])[C:16]4[CH:17]=[CH:18][CH:19]=[C:11]([C:12]=43)[O:10][CH2:9]2)[CH2:7][CH2:6][CH2:5][CH2:4][CH2:3]1.